This data is from Catalyst prediction with 721,799 reactions and 888 catalyst types from USPTO. The task is: Predict which catalyst facilitates the given reaction. (1) The catalyst class is: 1. Product: [Si:1]([O:18][CH2:19][C:20]1([CH2:23][OH:24])[CH2:21][O:26][CH2:25]1)([C:14]([CH3:16])([CH3:17])[CH3:15])([C:2]1[CH:7]=[CH:6][CH:5]=[CH:4][CH:3]=1)[C:8]1[CH:9]=[CH:10][CH:11]=[CH:12][CH:13]=1. Reactant: [Si:1]([O:18][CH2:19][C:20]([CH2:25][OH:26])([CH2:23][OH:24])[CH2:21]O)([C:14]([CH3:17])([CH3:16])[CH3:15])([C:8]1[CH:13]=[CH:12][CH:11]=[CH:10][CH:9]=1)[C:2]1[CH:7]=[CH:6][CH:5]=[CH:4][CH:3]=1.C([Li])CCC.CCCCCC.C1(C)C=CC(S(Cl)(=O)=O)=CC=1.O. (2) Reactant: [C:1]([C:3]1[CH:4]=[C:5]([C:13]([O:15]C)=[O:14])[CH:6]=[N:7][C:8]=1[O:9][CH:10]([CH3:12])[CH3:11])#[N:2].[OH-].[Na+]. Product: [C:1]([C:3]1[CH:4]=[C:5]([C:13]([OH:15])=[O:14])[CH:6]=[N:7][C:8]=1[O:9][CH:10]([CH3:12])[CH3:11])#[N:2]. The catalyst class is: 32.